From a dataset of Forward reaction prediction with 1.9M reactions from USPTO patents (1976-2016). Predict the product of the given reaction. (1) The product is: [Cl:13][C:10]1[CH:11]=[CH:12][C:7]([O:16][B:17]([OH:20])[OH:18])=[C:8]([F:14])[CH:9]=1. Given the reactants C([Li])CCC.Br[C:7]1[CH:12]=[CH:11][C:10]([Cl:13])=[CH:9][C:8]=1[F:14].C[O:16][B:17]([O:20]C)[O:18]C.Cl, predict the reaction product. (2) Given the reactants O=[C:2]([NH:13][C:14]1[C:19]([NH:20][C:21]2[CH:26]=[CH:25][CH:24]=[CH:23][N:22]=2)=[CH:18][CH:17]=[CH:16][N:15]=1)[C@@H:3]([NH:5][C:6](=[O:12])[O:7][C:8]([CH3:11])([CH3:10])[CH3:9])[CH3:4], predict the reaction product. The product is: [N:22]1[CH:23]=[CH:24][CH:25]=[CH:26][C:21]=1[N:20]1[C:19]2[C:14](=[N:15][CH:16]=[CH:17][CH:18]=2)[N:13]=[C:2]1[CH:3]([NH:5][C:6](=[O:12])[O:7][C:8]([CH3:11])([CH3:10])[CH3:9])[CH3:4]. (3) Given the reactants [N+:1]([C:4]1[CH:9]=[CH:8][C:7]([C:10]2[CH:14]=[C:13]([C:15]([NH:17][C:18](=[CH2:23])[C:19]([O:21][CH3:22])=[O:20])=[O:16])[O:12][N:11]=2)=[CH:6][CH:5]=1)([O-])=O.C1COCC1.[Cl-].[NH4+], predict the reaction product. The product is: [NH2:1][C:4]1[CH:9]=[CH:8][C:7]([C:10]2[CH:14]=[C:13]([C:15]([NH:17][C:18](=[CH2:23])[C:19]([O:21][CH3:22])=[O:20])=[O:16])[O:12][N:11]=2)=[CH:6][CH:5]=1. (4) Given the reactants [Br:1][C:2]1[CH:7]=[CH:6][C:5]([Cl:8])=[CH:4][C:3]=1[N+:9]([O-])=O.O.[Cl-].[NH4+], predict the reaction product. The product is: [Br:1][C:2]1[CH:7]=[CH:6][C:5]([Cl:8])=[CH:4][C:3]=1[NH2:9]. (5) The product is: [Br:18][CH:10]([C:7]1[CH:6]=[CH:5][C:4]([O:3][C:2]([F:16])([F:17])[F:1])=[CH:9][CH:8]=1)[C:11]([O:13][CH2:14][CH3:15])=[O:12]. Given the reactants [F:1][C:2]([F:17])([F:16])[O:3][C:4]1[CH:9]=[CH:8][C:7]([CH2:10][C:11]([O:13][CH2:14][CH3:15])=[O:12])=[CH:6][CH:5]=1.[Br:18]N1C(=O)CCC1=O, predict the reaction product. (6) Given the reactants [F:1][C:2]1[CH:3]=[CH:4][C:5]([OH:17])=[C:6](/[CH:8]=[C:9]2/[C:10](=[O:16])[N:11]=[C:12](SC)[S:13]/2)[CH:7]=1.[N:18]1([CH2:24][CH2:25][OH:26])[CH2:23][CH2:22]NCC1.[CH2:27]([N:29](CC)CC)[CH3:28], predict the reaction product. The product is: [F:1][C:2]1[CH:3]=[CH:4][C:5]([OH:17])=[C:6](/[CH:8]=[C:9]2/[C:10](=[O:16])[N:11]=[C:12]([N:29]3[CH2:27][CH2:28][CH2:22][CH2:23][N:18]3[CH2:24][CH2:25][OH:26])[S:13]/2)[CH:7]=1. (7) Given the reactants [N:1]1([S:7]([C:10]2([C:16]([O:18][C:19]([CH3:22])([CH3:21])[CH3:20])=[O:17])[CH2:15][CH2:14][O:13][CH2:12][CH2:11]2)(=[O:9])=[O:8])[CH2:6][CH2:5][NH:4][CH2:3][CH2:2]1.Cl[C:24]1[N:29]=[CH:28][C:27]([Br:30])=[CH:26][N:25]=1.C(N(CC)CC)C, predict the reaction product. The product is: [Br:30][C:27]1[CH:26]=[N:25][C:24]([N:4]2[CH2:3][CH2:2][N:1]([S:7]([C:10]3([C:16]([O:18][C:19]([CH3:22])([CH3:21])[CH3:20])=[O:17])[CH2:15][CH2:14][O:13][CH2:12][CH2:11]3)(=[O:9])=[O:8])[CH2:6][CH2:5]2)=[N:29][CH:28]=1. (8) Given the reactants [F:1][C:2]1[CH:3]=[C:4]([C:23]#[N:24])[C:5]([C:8]2[CH:13]=[C:12]([C:14]3[N:15]=[C:16](SC)[N:17]=[N:18][CH:19]=3)[CH:11]=[CH:10][C:9]=2[F:22])=[CH:6][CH:7]=1.[F:25][C:26]1[CH:31]=[C:30]([F:32])[CH:29]=[CH:28][C:27]=1B(O)O, predict the reaction product. The product is: [F:1][C:2]1[CH:3]=[C:4]([C:23]#[N:24])[C:5]([C:8]2[CH:13]=[C:12]([C:14]3[N:15]=[C:16]([C:29]4[CH:28]=[CH:27][C:26]([F:25])=[CH:31][C:30]=4[F:32])[N:17]=[N:18][CH:19]=3)[CH:11]=[CH:10][C:9]=2[F:22])=[CH:6][CH:7]=1.